Dataset: Experimentally validated miRNA-target interactions with 360,000+ pairs, plus equal number of negative samples. Task: Binary Classification. Given a miRNA mature sequence and a target amino acid sequence, predict their likelihood of interaction. (1) The protein sequence of the target gene is MSSFTKDEFDCHILDEGFTAKDILDQKINEVSSSDDKDAFYVADLGDILKKHLRWLKALPRVTPFYAVKCNDSRAIVSTLAAIGTGFDCASKTEIQLVQGLGVPAERVIYANPCKQVSQIKYAASNGVQMMTFDSEIELMKVARAHPKAKLVLRIATDDSKAVCRLSVKFGATLKTSRLLLERAKELNIDVIGVSFHVGSGCTDPETFVQAVSDARCVFDMATEVGFSMHLLDIGGGFPGSEDTKLKFEEITSVINPALDKYFPSDSGVRIIAEPGRYYVASAFTLAVNIIAKKTVWKEQ.... The miRNA is hsa-miR-4437 with sequence UGGGCUCAGGGUACAAAGGUU. Result: 0 (no interaction). (2) The miRNA is hsa-miR-6849-5p with sequence GAGUGGAUAGGGGAGUGUGUGGA. The protein sequence of the target gene is MFLLLNCIVAVSQNMGIGKNGDLPRPPLRNEFRYFQRMTTTSSVEGKQNLVIMGRKTWFSIPEKNRPLKDRINLVLSRELKEPPQGAHFLARSLDDALKLTERPELANKVDMIWIVGGSSVYKEAMNHLGHLKLFVTRIMQDFESDTFFSEIDLEKYKLLPEYPGVLSDVQEGKHIKYKFEVCEKDD. Result: 0 (no interaction). (3) The miRNA is hsa-miR-337-3p with sequence CUCCUAUAUGAUGCCUUUCUUC. The protein sequence of the target gene is MLLATFKLCAGSSYRHMRNMKGLRQQAVMAISQELNRRALGGPTPSTWINQVRRRSSLLGSRLEETLYSDQELAYLQQGEEAMQKALGILSNQEGWKKESQQDNGDKVMSKVVPDVGKVFRLEVVVDQPMERLYEELVERMEAMGEWNPNVKEIKVLQKIGKDTFITHELAAEAAGNLVGPRDFVSVRCAKRRGSTCVLAGMATDFGNMPEQKGVIRAEHGPTCMVLHPLAGSPSKTKLTWLLSIDLKGWLPKSIINQVLSQTQVDFANHLRKRLESHPASEARC. Result: 0 (no interaction). (4) The miRNA is mmu-miR-3473c with sequence UCUCUCCAGCCCCCAUAAUAAG. The protein sequence of the target gene is MATLEEEFTLSTGVLGAGPEGFLGVEQTDKADQFLVTDSGRTVVLYKVSDQKPLGSWSVKQGQSITCPAVCNFQTGEYIMVHDHKVLRIWNNDDVNVDKVFKATLSAEVHRIHSVQRTEPLVLFRGGAARGLEALLVEPQQNIESVIPDEEVIVWSEVFMLFKQPVLIFITENHGHYYAYVRLCKSHSLSKYTLLLEKEEKSVKPNFTARVDGKFISLVSLSSDGCIYETLIPIYSSDTEQNQRLVRALMLKSVVSGGVRNGVALTILDQDHIAVLGPPLSASKECLSIWNIKFQTLQTS.... Result: 1 (interaction). (5) The miRNA is mmu-miR-149-5p with sequence UCUGGCUCCGUGUCUUCACUCCC. The protein sequence of the target gene is MWRAEGKWLPKTSRKSVSQSVFCGTSTYCVLNTVPPIEDDHGNSNSSHVKIFLPKKLLECLPKCSSLPKERHRWNTNEEIAAYLITFEKHEEWLTTSPKTRPQNGSMILYNRKKVKYRKDGYCWKKRKDGKTTREDHMKLKVQGVECLYGCYVHSSIIPTFHRRCYWLLQNPDIVLVHYLNVPAIEDCGKPCGPILCSINTDKKEWAKWTKEELIGQLKPMFHGIKWTCSNGNSSSGFSVEQLVQQILDSHQTKPQPRTHNCLCTGSLGAGSSVHHKCNSAKHRIISPKVEPRAGGYGGH.... Result: 1 (interaction).